Dataset: Forward reaction prediction with 1.9M reactions from USPTO patents (1976-2016). Task: Predict the product of the given reaction. (1) Given the reactants [C:1]([O:5][C:6]([C:8]1[CH:9]=[C:10]([Cl:23])[C:11]([N:14]2[CH2:19][CH2:18][CH:17]([C:20]([O-:22])=O)[CH2:16][CH2:15]2)=[N:12][CH:13]=1)=[O:7])([CH3:4])([CH3:3])[CH3:2].[K+].CCN=C=NCCCN(C)C.C1C=CC2N(O)N=NC=2C=1.CCN(C(C)C)C(C)C.[Cl:55][C:56]1[S:60][C:59]([S:61]([NH2:64])(=[O:63])=[O:62])=[CH:58][CH:57]=1, predict the reaction product. The product is: [Cl:23][C:10]1[C:11]([N:14]2[CH2:19][CH2:18][CH:17]([C:20]([NH:64][S:61]([C:59]3[S:60][C:56]([Cl:55])=[CH:57][CH:58]=3)(=[O:63])=[O:62])=[O:22])[CH2:16][CH2:15]2)=[N:12][CH:13]=[C:8]([CH:9]=1)[C:6]([O:5][C:1]([CH3:4])([CH3:2])[CH3:3])=[O:7]. (2) Given the reactants CC(OC([N:8](C(OC(C)(C)C)=O)[N:9]([C:17]1[C:22]([F:23])=[C:21]([NH:24][CH2:25][CH2:26][C:27]2[CH:31]=[CH:30][S:29][CH:28]=2)[N:20]=[C:19]([Cl:32])[N:18]=1)C(OC(C)(C)C)=O)=O)(C)C.Cl, predict the reaction product. The product is: [Cl:32][C:19]1[NH:20][C:21]([NH:24][CH2:25][CH2:26][C:27]2[CH:31]=[CH:30][S:29][CH:28]=2)=[C:22]([F:23])[C:17](=[N:9][NH2:8])[N:18]=1. (3) Given the reactants C(NC(C)C)(C)C.[Li]CCCC.[F:13][C:14]1[N:19]=[CH:18][C:17]([C:20]2[S:21][CH:22]=[CH:23][N:24]=2)=[CH:16][CH:15]=1.[N:25]1[CH:30]=[CH:29][C:28]([C:31](=[O:33])[CH3:32])=[CH:27][CH:26]=1, predict the reaction product. The product is: [F:13][C:14]1[N:19]=[CH:18][C:17]([C:20]2[S:21][C:22]([C:31]([C:28]3[CH:29]=[CH:30][N:25]=[CH:26][CH:27]=3)([OH:33])[CH3:32])=[CH:23][N:24]=2)=[CH:16][CH:15]=1. (4) Given the reactants [CH:1](=[O:9])[CH2:2][CH2:3][CH2:4]/[CH:5]=[CH:6]\[CH2:7][CH3:8], predict the reaction product. The product is: [CH2:1]([OH:9])[CH2:2][CH2:3][CH2:4]/[CH:5]=[CH:6]\[CH2:7][CH3:8]. (5) Given the reactants [C:1]([C:4]1[C:5]([O:24][CH3:25])=[C:6]([CH:13]2[CH2:16][N:15]([C:17]([O:19][C:20]([CH3:23])([CH3:22])[CH3:21])=[O:18])[CH2:14]2)[C:7]([C:11]#[N:12])=[C:8]([Cl:10])[CH:9]=1)(=[O:3])[CH3:2], predict the reaction product. The product is: [Cl:10][C:8]1[C:7]([C:11]#[N:12])=[C:6]([CH:13]2[CH2:14][N:15]([C:17]([O:19][C:20]([CH3:22])([CH3:21])[CH3:23])=[O:18])[CH2:16]2)[C:5]([O:24][CH3:25])=[C:4]([CH:1]([OH:3])[CH3:2])[CH:9]=1. (6) Given the reactants [NH2:1][C:2]1[CH:7]=[CH:6][CH:5]=[CH:4][C:3]=1[C:8]#[C:9][C:10]1[C:11]([O:32][CH3:33])=[CH:12][C:13]([O:30][CH3:31])=[C:14](/[CH:16]=[CH:17]/[C:18]([C:20]2[CH:25]=[CH:24][C:23]([S:26]([NH2:29])(=[O:28])=[O:27])=[CH:22][CH:21]=2)=[O:19])[CH:15]=1, predict the reaction product. The product is: [NH:1]1[C:2]2[C:3](=[CH:4][CH:5]=[CH:6][CH:7]=2)[CH:8]=[C:9]1[C:10]1[C:11]([O:32][CH3:33])=[CH:12][C:13]([O:30][CH3:31])=[C:14](/[CH:16]=[CH:17]/[C:18]([C:20]2[CH:25]=[CH:24][C:23]([S:26]([NH2:29])(=[O:28])=[O:27])=[CH:22][CH:21]=2)=[O:19])[CH:15]=1. (7) Given the reactants [Cl:1][C:2]1[CH:21]=[C:20]([Cl:22])[CH:19]=[CH:18][C:3]=1[CH2:4][N:5]1[C:9]([CH2:10][CH2:11][CH2:12][OH:13])=[CH:8][C:7]([O:14][CH:15]([CH3:17])[CH3:16])=[N:6]1.O[C:24]1[CH:28]=[C:27]([CH2:29][CH2:30][C:31]([O:33]CC)=[O:32])[N:26]([C:36]2[CH:41]=[CH:40][CH:39]=[CH:38][CH:37]=2)[N:25]=1.C(P(CCCC)CCCC)CCC.N(C(N1CCCCC1)=O)=NC(N1CCCCC1)=O.O1CCCC1CCO.[OH-].[Na+].Cl, predict the reaction product. The product is: [Cl:1][C:2]1[CH:21]=[C:20]([Cl:22])[CH:19]=[CH:18][C:3]=1[CH2:4][N:5]1[C:9]([CH2:10][CH2:11][CH2:12][O:13][C:24]2[CH:28]=[C:27]([CH2:29][CH2:30][C:31]([OH:33])=[O:32])[N:26]([C:36]3[CH:41]=[CH:40][CH:39]=[CH:38][CH:37]=3)[N:25]=2)=[CH:8][C:7]([O:14][CH:15]([CH3:17])[CH3:16])=[N:6]1.